Dataset: Reaction yield outcomes from USPTO patents with 853,638 reactions. Task: Predict the reaction yield, written as a fraction of the theoretical maximum amount of product (1.0 means a 100% yield; for example, 0.34 means a 34% yield). (1) The reactants are N([C:3]([O:5][CH2:6][CH3:7])=O)=N[C:3]([O:5][CH2:6][CH3:7])=O.[C:13]([O:22][CH3:23])(=[O:21])[C:14]1[C:15](=[CH:17][CH:18]=[CH:19][CH:20]=1)[OH:16].COCCO.C1(P(C2C=CC=CC=2)C2C=CC=CC=2)C=CC=CC=1. No catalyst specified. The product is [CH3:3][O:5][CH2:6][CH2:7][O:16][C:15]1[CH:17]=[CH:18][CH:19]=[CH:20][C:14]=1[C:13]([O:22][CH3:23])=[O:21]. The yield is 0.680. (2) The reactants are O1CCCC1.[F-].C([N+](CCCC)(CCCC)CCCC)CCC.[Cl:24][C:25]1[C:26]([CH:40]([C:52]2[CH:57]=[C:56]([F:58])[CH:55]=[CH:54][C:53]=2[F:59])[S:41]([C:44]2[CH:49]=[CH:48][C:47]([F:50])=[C:46]([F:51])[CH:45]=2)(=[O:43])=[O:42])=[CH:27][C:28]([N:31](S(C)(=O)=O)[S:32]([CH3:35])(=[O:34])=[O:33])=[N:29][CH:30]=1.CCCCCC. The catalyst is C(OCC)(=O)C. The product is [Cl:24][C:25]1[C:26]([CH:40]([C:52]2[CH:57]=[C:56]([F:58])[CH:55]=[CH:54][C:53]=2[F:59])[S:41]([C:44]2[CH:49]=[CH:48][C:47]([F:50])=[C:46]([F:51])[CH:45]=2)(=[O:43])=[O:42])=[CH:27][C:28]([NH:31][S:32]([CH3:35])(=[O:34])=[O:33])=[N:29][CH:30]=1. The yield is 0.840. (3) The reactants are [C:1]([O:5][C:6]([N:8]1[CH2:14][CH2:13][C:12]2[C:15]([S:20][CH2:21][C:22]3[CH:27]=[CH:26][C:25]([C:28](O)=[O:29])=[CH:24][CH:23]=3)=[C:16]([Cl:19])[CH:17]=[CH:18][C:11]=2[CH2:10][CH2:9]1)=[O:7])([CH3:4])([CH3:3])[CH3:2].B. The catalyst is C1COCC1. The product is [C:1]([O:5][C:6]([N:8]1[CH2:14][CH2:13][C:12]2[C:15]([S:20][CH2:21][C:22]3[CH:23]=[CH:24][C:25]([CH2:28][OH:29])=[CH:26][CH:27]=3)=[C:16]([Cl:19])[CH:17]=[CH:18][C:11]=2[CH2:10][CH2:9]1)=[O:7])([CH3:4])([CH3:2])[CH3:3]. The yield is 0.540. (4) The reactants are [Cl:1][C:2]1[CH:3]=[C:4]([CH:34]=[CH:35][C:36]=1[Cl:37])[CH2:5][NH:6][CH2:7][CH2:8][CH2:9][C:10]([N:29](C)[C:30](=O)C)([CH2:16][CH2:17][CH2:18][CH2:19][B:20]1[O:24]C(C)(C)C(C)(C)[O:21]1)[C:11]([O:13]CC)=[O:12]. The catalyst is Cl. The product is [ClH:1].[ClH:1].[B:20]([CH2:19][CH2:18][CH2:17][CH2:16][C:10]([CH2:9][CH2:8][CH2:7][NH:6][CH2:5][C:4]1[CH:34]=[CH:35][C:36]([Cl:37])=[C:2]([Cl:1])[CH:3]=1)([NH:29][CH3:30])[C:11]([OH:13])=[O:12])([OH:24])[OH:21]. The yield is 0.120. (5) The reactants are [NH:1]1[CH2:5][CH2:4][CH2:3][CH2:2]1.Br[CH2:7][C:8]1[C:9]([C:30]2[CH:35]=[CH:34][CH:33]=[CH:32][CH:31]=2)=[N:10][C:11]2[C:16]([C:17]=1[C:18]([NH:20][C@H:21]([C:24]1[CH:29]=[CH:28][CH:27]=[CH:26][CH:25]=1)[CH2:22][CH3:23])=[O:19])=[CH:15][CH:14]=[CH:13][CH:12]=2.CCN(C(C)C)C(C)C.C1C=C(Cl)C=C(C(OO)=[O:53])C=1.S([O-])([O-])(=O)=S.[Na+].[Na+].[OH-].[Na+]. The catalyst is C(Cl)Cl.O. The product is [O-:53][N+:1]1([CH2:7][C:8]2[C:9]([C:30]3[CH:35]=[CH:34][CH:33]=[CH:32][CH:31]=3)=[N:10][C:11]3[C:16]([C:17]=2[C:18]([NH:20][C@H:21]([C:24]2[CH:29]=[CH:28][CH:27]=[CH:26][CH:25]=2)[CH2:22][CH3:23])=[O:19])=[CH:15][CH:14]=[CH:13][CH:12]=3)[CH2:5][CH2:4][CH2:3][CH2:2]1. The yield is 0.800. (6) The reactants are [Si:1]([O:8][C@@H:9]1[C@H:13]([CH2:14][O:15][Si:16]([C:19]([CH3:22])([CH3:21])[CH3:20])([CH3:18])[CH3:17])[CH2:12][C@@H:11]([NH:23][C:24]2[CH:29]=[C:28](Cl)[N:27]=[CH:26][N:25]=2)[CH2:10]1)([C:4]([CH3:7])([CH3:6])[CH3:5])([CH3:3])[CH3:2].[CH3:31][O:32][C@H:33]1[CH2:41][C:40]2[C:35](=[CH:36][CH:37]=[CH:38][CH:39]=2)[C@H:34]1[NH2:42].C([O-])([O-])=O.[Na+].[Na+]. No catalyst specified. The product is [Si:1]([O:8][C@@H:9]1[C@H:13]([CH2:14][O:15][Si:16]([C:19]([CH3:22])([CH3:21])[CH3:20])([CH3:18])[CH3:17])[CH2:12][C@@H:11]([NH:23][C:24]2[CH:29]=[C:28]([NH:42][C@@H:34]3[C:35]4[C:40](=[CH:39][CH:38]=[CH:37][CH:36]=4)[CH2:41][C@@H:33]3[O:32][CH3:31])[N:27]=[CH:26][N:25]=2)[CH2:10]1)([C:4]([CH3:7])([CH3:6])[CH3:5])([CH3:3])[CH3:2]. The yield is 0.460. (7) The reactants are [NH2:1][C:2]1[C:7]2[NH:8][C:9](=[S:16])[N:10]([CH2:11][CH2:12][CH2:13][C:14]#[CH:15])[C:6]=2[CH:5]=[CH:4][N:3]=1.[Cl:17][C:18]1[CH:23]=[CH:22][C:21]([O:24][CH3:25])=[CH:20][C:19]=1I.CC1C=CC2C=CC3C=CC(C)=NC=3C=2N=1.O.CC([O-])(C)C.[Na+]. The catalyst is CN(C=O)C.[Cu]I. The product is [Cl:17][C:18]1[CH:23]=[CH:22][C:21]([O:24][CH3:25])=[CH:20][C:19]=1[S:16][C:9]1[N:10]([CH2:11][CH2:12][CH2:13][C:14]#[CH:15])[C:6]2[CH:5]=[CH:4][N:3]=[C:2]([NH2:1])[C:7]=2[N:8]=1. The yield is 0.100. (8) The reactants are [C:9](O[C:9]([O:11][C:12]([CH3:15])([CH3:14])[CH3:13])=[O:10])([O:11][C:12]([CH3:15])([CH3:14])[CH3:13])=[O:10].[NH2:16][CH2:17][C:18]1([CH2:21][OH:22])[CH2:20][CH2:19]1.[NH4+].[Cl-]. The catalyst is C(Cl)Cl. The product is [OH:22][CH2:21][C:18]1([CH2:17][NH:16][C:9](=[O:10])[O:11][C:12]([CH3:13])([CH3:14])[CH3:15])[CH2:20][CH2:19]1. The yield is 0.560. (9) The reactants are Br[C:2]1[S:3][C:4]([CH:7]=[C:8]([CH3:10])[CH3:9])=[CH:5][CH:6]=1.[Cu](C#N)[C:12]#[N:13].N. The catalyst is CN(C)C=O. The yield is 0.340. The product is [CH3:9][C:8]([CH3:10])=[CH:7][C:4]1[S:3][C:2]([C:12]#[N:13])=[CH:6][CH:5]=1.